Dataset: Catalyst prediction with 721,799 reactions and 888 catalyst types from USPTO. Task: Predict which catalyst facilitates the given reaction. Reactant: [CH2:1]([O:8][C:9]([NH:11][C:12]1[CH:17]=[CH:16][C:15]([CH:18]2[CH2:22][CH2:21][C@H:20](OS(C)(=O)=O)[CH2:19]2)=[CH:14][CH:13]=1)=[O:10])[C:2]1[CH:7]=[CH:6][CH:5]=[CH:4][CH:3]=1.[CH3:28][C@H:29]1[CH2:33][CH2:32][CH2:31][NH:30]1.C([O-])([O-])=O.[K+].[K+]. Product: [CH2:1]([O:8][C:9](=[O:10])[NH:11][C:12]1[CH:17]=[CH:16][C:15]([C@H:18]2[CH2:22][CH2:21][CH:20]([N:30]3[CH2:31][CH2:32][CH2:33][C@@H:29]3[CH3:28])[CH2:19]2)=[CH:14][CH:13]=1)[C:2]1[CH:7]=[CH:6][CH:5]=[CH:4][CH:3]=1. The catalyst class is: 10.